The task is: Predict the reaction yield, written as a fraction of the theoretical maximum amount of product (1.0 means a 100% yield; for example, 0.34 means a 34% yield).. This data is from Reaction yield outcomes from USPTO patents with 853,638 reactions. (1) The reactants are Br[CH2:2][C:3]1[CH:8]=[CH:7][C:6]([C:9]2[CH:13]=[C:12]([C:14]([NH2:16])=[O:15])[O:11][N:10]=2)=[CH:5][CH:4]=1.[CH3:17][O:18][C:19]1[CH:20]=[C:21]([OH:25])[CH:22]=[CH:23][CH:24]=1.C([O-])([O-])=O.[K+].[K+]. The catalyst is CC#N. The product is [CH3:17][O:18][C:19]1[CH:20]=[C:21]([CH:22]=[CH:23][CH:24]=1)[O:25][CH2:2][C:3]1[CH:8]=[CH:7][C:6]([C:9]2[CH:13]=[C:12]([C:14]([NH2:16])=[O:15])[O:11][N:10]=2)=[CH:5][CH:4]=1. The yield is 0.580. (2) The reactants are [F:1][C:2]1[C:11]2[CH:12]([CH2:14][CH2:15][NH:16][CH2:17][C@H:18]3[O:22][C:21](=[O:23])[N:20]([C:24]4[CH:25]=[CH:26][C:27]5[S:32][CH2:31][C:30](=[O:33])[NH:29][C:28]=5[CH:34]=4)[CH2:19]3)[CH2:13][N:9]3[C:10]=2[C:5]([CH:6]=[CH:7][C:8]3=[O:35])=[CH:4][CH:3]=1.[Si:36]([O:43][CH2:44][CH:45]=O)([C:39]([CH3:42])([CH3:41])[CH3:40])([CH3:38])[CH3:37]. No catalyst specified. The product is [C:39]([Si:36]([CH3:38])([CH3:37])[O:43][CH2:44][CH2:45][N:16]([CH2:17][CH:18]1[O:22][C:21](=[O:23])[N:20]([C:24]2[CH:25]=[CH:26][C:27]3[S:32][CH2:31][C:30](=[O:33])[NH:29][C:28]=3[CH:34]=2)[CH2:19]1)[CH2:15][CH2:14][CH:12]1[C:11]2=[C:10]3[C:5](=[CH:4][CH:3]=[C:2]2[F:1])[CH:6]=[CH:7][C:8](=[O:35])[N:9]3[CH2:13]1)([CH3:42])([CH3:41])[CH3:40]. The yield is 0.760. (3) The reactants are [CH:1]([Si:4]([CH:47]([CH3:49])[CH3:48])([CH:44]([CH3:46])[CH3:45])[O:5][C@H:6]1[C@H:11]([O:12][Si:13]([CH:20]([CH3:22])[CH3:21])([CH:17]([CH3:19])[CH3:18])[CH:14]([CH3:16])[CH3:15])[CH:10]=[C:9]([C:23]2[C:24]([NH2:31])=[CH:25][C:26]([O:29][CH3:30])=[N:27][CH:28]=2)[O:8][C@@H:7]1[CH2:32][O:33][Si:34]([CH:41]([CH3:43])[CH3:42])([CH:38]([CH3:40])[CH3:39])[CH:35]([CH3:37])[CH3:36])([CH3:3])[CH3:2]. The catalyst is CCO.[Pd].C(Cl)Cl.CO. The product is [CH:20]([Si:13]([CH:14]([CH3:16])[CH3:15])([CH:17]([CH3:19])[CH3:18])[O:12][C@H:11]1[C@H:6]([O:5][Si:4]([CH:1]([CH3:2])[CH3:3])([CH:44]([CH3:46])[CH3:45])[CH:47]([CH3:48])[CH3:49])[C@@H:7]([CH2:32][O:33][Si:34]([CH:35]([CH3:37])[CH3:36])([CH:41]([CH3:42])[CH3:43])[CH:38]([CH3:39])[CH3:40])[O:8][C@@H:9]([C:23]2[C:24]([NH2:31])=[CH:25][C:26]([O:29][CH3:30])=[N:27][CH:28]=2)[CH2:10]1)([CH3:21])[CH3:22]. The yield is 0.350. (4) The reactants are Br[C:2]1[CH:3]=[C:4]([S:12]([NH:15][C:16]2[CH:25]=[CH:24][C:19]([C:20]([O:22]C)=[O:21])=[C:18]([OH:26])[CH:17]=2)(=[O:14])=[O:13])[CH:5]=[C:6]([C:8]([F:11])([F:10])[F:9])[CH:7]=1.[O:27]1[C:31]2[CH:32]=[CH:33][C:34](B(O)O)=[CH:35][C:30]=2[CH2:29][CH2:28]1. No catalyst specified. The product is [O:27]1[C:31]2[CH:32]=[CH:33][C:34]([C:2]3[CH:3]=[C:4]([S:12]([NH:15][C:16]4[CH:25]=[CH:24][C:19]([C:20]([OH:22])=[O:21])=[C:18]([OH:26])[CH:17]=4)(=[O:13])=[O:14])[CH:5]=[C:6]([C:8]([F:11])([F:9])[F:10])[CH:7]=3)=[CH:35][C:30]=2[CH2:29][CH2:28]1. The yield is 0.830. (5) The reactants are [C:1]([C:3]1[CH:4]=[C:5]([C:13]2[S:14][C:15]([C:18]3[CH:26]=[CH:25][CH:24]=[C:23]4[C:19]=3[CH2:20][CH2:21][C@@H:22]4[NH:27][CH2:28][C:29]([O:31][CH3:32])=[O:30])=[CH:16][N:17]=2)[CH:6]=[CH:7][C:8]=1[O:9][CH:10]([CH3:12])[CH3:11])#[N:2].[C:33](O[C:33]([O:35][C:36]([CH3:39])([CH3:38])[CH3:37])=[O:34])([O:35][C:36]([CH3:39])([CH3:38])[CH3:37])=[O:34]. The catalyst is C(Cl)Cl. The product is [C:36]([O:35][C:33]([N:27]([C@@H:22]1[C:23]2[C:19](=[C:18]([C:15]3[S:14][C:13]([C:5]4[CH:6]=[CH:7][C:8]([O:9][CH:10]([CH3:12])[CH3:11])=[C:3]([C:1]#[N:2])[CH:4]=4)=[N:17][CH:16]=3)[CH:26]=[CH:25][CH:24]=2)[CH2:20][CH2:21]1)[CH2:28][C:29]([O:31][CH3:32])=[O:30])=[O:34])([CH3:39])([CH3:38])[CH3:37]. The yield is 0.960.